Predict the reactants needed to synthesize the given product. From a dataset of Full USPTO retrosynthesis dataset with 1.9M reactions from patents (1976-2016). Given the product [ClH:37].[ClH:37].[NH2:22][CH2:21][CH2:20][O:19][CH2:18][CH2:17][N:14]1[CH2:13][CH2:12][C:11]2([CH2:10][C:9](=[O:34])[C:8]3[C:31](=[CH:32][CH:33]=[C:6]([NH:5][S:2]([CH3:1])(=[O:3])=[O:4])[CH:7]=3)[O:30]2)[CH2:16][CH2:15]1, predict the reactants needed to synthesize it. The reactants are: [CH3:1][S:2]([NH:5][C:6]1[CH:7]=[C:8]2[C:31](=[CH:32][CH:33]=1)[O:30][C:11]1([CH2:16][CH2:15][N:14]([CH2:17][CH2:18][O:19][CH2:20][CH2:21][NH:22]C(=O)OC(C)(C)C)[CH2:13][CH2:12]1)[CH2:10][C:9]2=[O:34])(=[O:4])=[O:3].CO.[Cl:37]CCl.